This data is from NCI-60 drug combinations with 297,098 pairs across 59 cell lines. The task is: Regression. Given two drug SMILES strings and cell line genomic features, predict the synergy score measuring deviation from expected non-interaction effect. (1) Drug 1: CN1CCC(CC1)COC2=C(C=C3C(=C2)N=CN=C3NC4=C(C=C(C=C4)Br)F)OC. Drug 2: C(CC(=O)O)C(=O)CN.Cl. Cell line: HOP-92. Synergy scores: CSS=3.68, Synergy_ZIP=-6.06, Synergy_Bliss=-12.7, Synergy_Loewe=-11.1, Synergy_HSA=-9.57. (2) Drug 1: CC1=C(C(=CC=C1)Cl)NC(=O)C2=CN=C(S2)NC3=CC(=NC(=N3)C)N4CCN(CC4)CCO. Drug 2: CC(C)NC(=O)C1=CC=C(C=C1)CNNC.Cl. Cell line: SK-OV-3. Synergy scores: CSS=21.2, Synergy_ZIP=3.25, Synergy_Bliss=7.19, Synergy_Loewe=-47.4, Synergy_HSA=6.90. (3) Drug 1: CCC1=C2CN3C(=CC4=C(C3=O)COC(=O)C4(CC)O)C2=NC5=C1C=C(C=C5)O. Drug 2: CC1C(C(CC(O1)OC2CC(CC3=C2C(=C4C(=C3O)C(=O)C5=CC=CC=C5C4=O)O)(C(=O)C)O)N)O. Cell line: SK-MEL-5. Synergy scores: CSS=68.3, Synergy_ZIP=-3.44, Synergy_Bliss=-4.35, Synergy_Loewe=-1.59, Synergy_HSA=-0.116. (4) Synergy scores: CSS=3.57, Synergy_ZIP=-3.72, Synergy_Bliss=-2.26, Synergy_Loewe=-3.80, Synergy_HSA=-2.32. Cell line: ACHN. Drug 1: C1=CC=C(C=C1)NC(=O)CCCCCCC(=O)NO. Drug 2: CC1CCC2CC(C(=CC=CC=CC(CC(C(=O)C(C(C(=CC(C(=O)CC(OC(=O)C3CCCCN3C(=O)C(=O)C1(O2)O)C(C)CC4CCC(C(C4)OC)OCCO)C)C)O)OC)C)C)C)OC. (5) Drug 1: CC(C)(C#N)C1=CC(=CC(=C1)CN2C=NC=N2)C(C)(C)C#N. Drug 2: C1CC(=O)NC(=O)C1N2C(=O)C3=CC=CC=C3C2=O. Cell line: MDA-MB-231. Synergy scores: CSS=-4.33, Synergy_ZIP=2.13, Synergy_Bliss=1.53, Synergy_Loewe=-1.41, Synergy_HSA=-1.82. (6) Drug 1: CN1CCC(CC1)COC2=C(C=C3C(=C2)N=CN=C3NC4=C(C=C(C=C4)Br)F)OC. Drug 2: N.N.Cl[Pt+2]Cl. Cell line: NCI-H226. Synergy scores: CSS=4.96, Synergy_ZIP=-2.01, Synergy_Bliss=-2.93, Synergy_Loewe=-10.1, Synergy_HSA=-4.72. (7) Synergy scores: CSS=5.33, Synergy_ZIP=-1.20, Synergy_Bliss=-1.29, Synergy_Loewe=-2.76, Synergy_HSA=-2.81. Cell line: UO-31. Drug 1: CCC1(CC2CC(C3=C(CCN(C2)C1)C4=CC=CC=C4N3)(C5=C(C=C6C(=C5)C78CCN9C7C(C=CC9)(C(C(C8N6C=O)(C(=O)OC)O)OC(=O)C)CC)OC)C(=O)OC)O.OS(=O)(=O)O. Drug 2: CCN(CC)CCCC(C)NC1=C2C=C(C=CC2=NC3=C1C=CC(=C3)Cl)OC. (8) Drug 1: CC1=C(C=C(C=C1)NC2=NC=CC(=N2)N(C)C3=CC4=NN(C(=C4C=C3)C)C)S(=O)(=O)N.Cl. Drug 2: C1=NC2=C(N=C(N=C2N1C3C(C(C(O3)CO)O)O)F)N. Cell line: SK-MEL-2. Synergy scores: CSS=-6.01, Synergy_ZIP=-1.79, Synergy_Bliss=-9.53, Synergy_Loewe=-18.6, Synergy_HSA=-13.6.